Dataset: Peptide-MHC class I binding affinity with 185,985 pairs from IEDB/IMGT. Task: Regression. Given a peptide amino acid sequence and an MHC pseudo amino acid sequence, predict their binding affinity value. This is MHC class I binding data. (1) The peptide sequence is YTIEGIAFM. The MHC is HLA-C12:03 with pseudo-sequence HLA-C12:03. The binding affinity (normalized) is 1.00. (2) The peptide sequence is FLPPQIPVI. The MHC is HLA-A02:03 with pseudo-sequence HLA-A02:03. The binding affinity (normalized) is 1.00. (3) The peptide sequence is DIITYNGCK. The MHC is HLA-A31:01 with pseudo-sequence HLA-A31:01. The binding affinity (normalized) is 0.115. (4) The peptide sequence is WDAYIPHYV. The MHC is HLA-B57:01 with pseudo-sequence HLA-B57:01. The binding affinity (normalized) is 0.0847. (5) The peptide sequence is AEMEEALKG. The MHC is H-2-Kb with pseudo-sequence H-2-Kb. The binding affinity (normalized) is 0. (6) The peptide sequence is GVTATITPR. The MHC is HLA-A31:01 with pseudo-sequence HLA-A31:01. The binding affinity (normalized) is 0.750.